From a dataset of Forward reaction prediction with 1.9M reactions from USPTO patents (1976-2016). Predict the product of the given reaction. (1) Given the reactants [CH:1](=O)[C:2]1[C:3]([O:8][CH3:9])=[CH:4][CH:5]=[CH:6][CH:7]=1.[CH3:11][O:12][CH2:13][CH2:14][NH2:15].[C:16]1(=[O:27])[O:22][C:20](=O)[C:19]2=[CH:23][CH:24]=[CH:25][CH:26]=[C:18]2[CH2:17]1.[CH3:28][O:29][C:30]1[CH:35]=[CH:34][CH:33]=[C:32]([NH2:36])[CH:31]=1, predict the reaction product. The product is: [CH3:11][O:12][CH2:13][CH2:14][N:15]1[CH:1]([C:2]2[CH:7]=[CH:6][CH:5]=[CH:4][C:3]=2[O:8][CH3:9])[CH:17]([C:16]([NH:36][C:32]2[CH:33]=[CH:34][CH:35]=[C:30]([O:29][CH3:28])[CH:31]=2)=[O:27])[C:18]2[C:19](=[CH:23][CH:24]=[CH:25][CH:26]=2)[C:20]1=[O:22]. (2) The product is: [ClH:39].[O:18]1[C:19]2[CH:24]=[CH:23][CH:22]=[CH:21][C:20]=2[C:16]([C:11]2[CH:12]=[CH:13][CH:14]=[CH:15][C:10]=2[CH:9]([CH2:25][C:26]2[CH:31]=[CH:30][C:29]([F:32])=[CH:28][CH:27]=2)[NH2:8])=[N:17]1. Given the reactants C1(C(C2C=CC=CC=2)=[N:8][CH:9]([CH2:25][C:26]2[CH:31]=[CH:30][C:29]([F:32])=[CH:28][CH:27]=2)[C:10]2[CH:15]=[CH:14][CH:13]=[CH:12][C:11]=2[C:16]2[C:20]3[CH:21]=[CH:22][CH:23]=[CH:24][C:19]=3[O:18][N:17]=2)C=CC=CC=1.[ClH:39], predict the reaction product.